This data is from Forward reaction prediction with 1.9M reactions from USPTO patents (1976-2016). The task is: Predict the product of the given reaction. (1) Given the reactants Br[C:2]1[CH:3]=[CH:4][C:5]2[O:14][C:13]3[CH2:12][CH2:11][N:10]([C:15]([O:17][C:18]([CH3:21])([CH3:20])[CH3:19])=[O:16])[CH2:9][C:8]=3[C:6]=2[CH:7]=1.[Cl:22][C:23]1[CH:24]=[C:25]([S:29]([O-:31])=[O:30])[CH:26]=[CH:27][CH:28]=1.[Na+], predict the reaction product. The product is: [Cl:22][C:23]1[CH:24]=[C:25]([S:29]([C:2]2[CH:3]=[CH:4][C:5]3[O:14][C:13]4[CH2:12][CH2:11][N:10]([C:15]([O:17][C:18]([CH3:21])([CH3:20])[CH3:19])=[O:16])[CH2:9][C:8]=4[C:6]=3[CH:7]=2)(=[O:31])=[O:30])[CH:26]=[CH:27][CH:28]=1. (2) Given the reactants [Cl:1][C:2]1[CH:7]=[CH:6][C:5]([CH:8]2[CH2:13][CH2:12][N:11]([C:14](=[O:31])[C@H:15]([NH:19][C:20]3[NH:24][N:23]=[C:22]([C:25]4[CH:30]=[CH:29][CH:28]=[CH:27][CH:26]=4)[N:21]=3)[CH:16]([CH3:18])[CH3:17])[CH2:10][CH2:9]2)=[CH:4][CH:3]=1.[CH3:32]NN, predict the reaction product. The product is: [Cl:1][C:2]1[CH:3]=[CH:4][C:5]([CH:8]2[CH2:13][CH2:12][N:11]([C:14](=[O:31])[C@H:15]([NH:19][C:20]3[N:24]([CH3:32])[N:23]=[C:22]([C:25]4[CH:26]=[CH:27][CH:28]=[CH:29][CH:30]=4)[N:21]=3)[CH:16]([CH3:18])[CH3:17])[CH2:10][CH2:9]2)=[CH:6][CH:7]=1. (3) Given the reactants [H-].[Na+].[O:3]=[C:4]([CH2:12][CH2:13][CH2:14][CH2:15][CH3:16])[CH2:5]P(=O)(OC)OC.[CH3:17][O:18][C:19](=[O:35])[CH2:20][CH2:21][CH2:22][CH2:23][CH2:24][CH2:25][N:26]1[C:31](=[O:32])[CH2:30][CH2:29][CH2:28][C@@H:27]1[CH:33]=O, predict the reaction product. The product is: [CH3:17][O:18][C:19](=[O:35])[CH2:20][CH2:21][CH2:22][CH2:23][CH2:24][CH2:25][N:26]1[C@@H:27](/[CH:33]=[CH:5]/[C:4](=[O:3])[CH2:12][CH2:13][CH2:14][CH2:15][CH3:16])[CH2:28][CH2:29][CH2:30][C:31]1=[O:32]. (4) Given the reactants [N:1]([CH2:4][C@@H:5]([F:17])[C@H:6]([O:9][CH2:10][C:11]1[CH:16]=[CH:15][CH:14]=[CH:13][CH:12]=1)[CH:7]=C)=[N+:2]=[N-:3].C(O)(C(F)(F)F)=[O:19].[OH2:25], predict the reaction product. The product is: [N:1]([CH2:4][C@@H:5]([F:17])[C@H:6]([O:9][CH2:10][C:11]1[CH:16]=[CH:15][CH:14]=[CH:13][CH:12]=1)[C:7]([OH:19])=[O:25])=[N+:2]=[N-:3]. (5) The product is: [F:32][C:27]1[CH:26]=[C:25]([C:20](=[O:36])[C:21]([F:24])([F:23])[F:22])[CH:30]=[C:29]([F:31])[CH:28]=1. Given the reactants N([C@H]([C@H:20]([C:25]1[CH:30]=[C:29]([F:31])[CH:28]=[C:27]([F:32])[CH:26]=1)[C:21]([F:24])([F:23])[F:22])C(N1[C@@H](CC2C=CC=CC=2)COC1=O)=O)=[N+]=[N-].FC(F)(F)C(N1CCOCC1)=[O:36].BrC1C=C(F)C=C(F)C=1, predict the reaction product. (6) The product is: [Cl:9][CH:10]([C:11]1[NH:1][C:2]2=[N:3][CH:4]=[CH:5][CH:6]=[C:7]2[N:8]=1)[CH2:14][CH3:15]. Given the reactants [NH2:1][C:2]1[C:7]([NH2:8])=[CH:6][CH:5]=[CH:4][N:3]=1.[Cl:9][CH:10]([CH2:14][CH3:15])[C:11](O)=O.C, predict the reaction product. (7) Given the reactants [F:1][C:2]1[CH:10]=[C:9]2[C:5]([C:6]([C:18]3[CH:19]=[CH:20][C:21]4[S:25](=[O:27])(=[O:26])[N:24]([CH2:28][CH2:29][N:30]5[CH2:34][CH2:33][O:32][C:31]5=[O:35])[CH:23]([CH3:36])[C:22]=4[CH:37]=3)=[CH:7][N:8]2C(OC(C)(C)C)=O)=[CH:4][CH:3]=1.FC(F)(F)C(O)=O, predict the reaction product. The product is: [F:1][C:2]1[CH:10]=[C:9]2[C:5]([C:6]([C:18]3[CH:19]=[CH:20][C:21]4[S:25](=[O:26])(=[O:27])[N:24]([CH2:28][CH2:29][N:30]5[CH2:34][CH2:33][O:32][C:31]5=[O:35])[CH:23]([CH3:36])[C:22]=4[CH:37]=3)=[CH:7][NH:8]2)=[CH:4][CH:3]=1.